This data is from Forward reaction prediction with 1.9M reactions from USPTO patents (1976-2016). The task is: Predict the product of the given reaction. (1) Given the reactants [Cl:1][C:2]1[CH:7]=[CH:6][C:5]([C:8]2[C:13]([C:14]3[CH:19]=[CH:18][N:17]=[CH:16][C:15]=3[Cl:20])=[N:12][C:11]([N:21]3[CH2:26][CH2:25][NH:24][CH2:23][CH2:22]3)=[CH:10][N:9]=2)=[CH:4][CH:3]=1.C(N(C(C)C)C(C)C)C.[CH:36]([S:39](Cl)(=[O:41])=[O:40])([CH3:38])[CH3:37], predict the reaction product. The product is: [Cl:1][C:2]1[CH:7]=[CH:6][C:5]([C:8]2[C:13]([C:14]3[CH:19]=[CH:18][N:17]=[CH:16][C:15]=3[Cl:20])=[N:12][C:11]([N:21]3[CH2:22][CH2:23][N:24]([S:39]([CH:36]([CH3:38])[CH3:37])(=[O:41])=[O:40])[CH2:25][CH2:26]3)=[CH:10][N:9]=2)=[CH:4][CH:3]=1. (2) Given the reactants [NH2:1][C:2]1[CH:7]=[CH:6][C:5]([Cl:8])=[CH:4][C:3]=1[CH:9]([C:11]1[CH:16]=[CH:15][CH:14]=[C:13]([O:17][CH3:18])[C:12]=1[O:19][CH3:20])O.[C:21]([OH:29])(=[O:28])[CH:22]([CH2:24][C:25]([OH:27])=[O:26])[SH:23].[OH-].[Na+], predict the reaction product. The product is: [NH2:1][C:2]1[CH:7]=[CH:6][C:5]([Cl:8])=[CH:4][C:3]=1[CH:9]([S:23][CH:22]([CH2:24][C:25]([OH:27])=[O:26])[C:21]([OH:29])=[O:28])[C:11]1[CH:16]=[CH:15][CH:14]=[C:13]([O:17][CH3:18])[C:12]=1[O:19][CH3:20]. (3) Given the reactants [CH3:1][NH:2][C:3](=[O:24])[C:4]1[C:9]([C:10]2[CH:15]=[CH:14][CH:13]=[CH:12][C:11]=2[CH3:16])=[CH:8][C:7]([N:17]2[CH2:22][CH2:21][N:20]([CH3:23])[CH2:19][CH2:18]2)=[N:6][CH:5]=1.C[Si]([N-][Si](C)(C)C)(C)C.[K+].[F:35][C:36]([F:50])([F:49])[C:37]1[CH:38]=[C:39]([CH:42]=[C:43]([C:45]([F:48])([F:47])[F:46])[CH:44]=1)[CH2:40]Br.O, predict the reaction product. The product is: [F:35][C:36]([F:50])([F:49])[C:37]1[CH:38]=[C:39]([CH:42]=[C:43]([C:45]([F:48])([F:47])[F:46])[CH:44]=1)[CH2:40][N:2]([CH3:1])[C:3](=[O:24])[C:4]1[C:9]([C:10]2[CH:15]=[CH:14][CH:13]=[CH:12][C:11]=2[CH3:16])=[CH:8][C:7]([N:17]2[CH2:22][CH2:21][N:20]([CH3:23])[CH2:19][CH2:18]2)=[N:6][CH:5]=1.